From a dataset of Full USPTO retrosynthesis dataset with 1.9M reactions from patents (1976-2016). Predict the reactants needed to synthesize the given product. Given the product [CH2:31]([NH:39][C:2]1[N:7]=[CH:6][N:5]=[C:4]([N:8]2[CH2:13][CH2:12][CH2:11][N:10]3[C:14](=[O:24])[CH:15]=[C:16]([C:18]4[CH:23]=[CH:22][CH:21]=[CH:20][CH:19]=4)[CH:17]=[C:9]23)[CH:3]=1)[CH2:32][C:33]1[CH:38]=[CH:37][CH:36]=[CH:35][CH:34]=1, predict the reactants needed to synthesize it. The reactants are: Cl[C:2]1[N:7]=[CH:6][N:5]=[C:4]([N:8]2[CH2:13][CH2:12][CH2:11][N:10]3[C:14](=[O:24])[CH:15]=[C:16]([C:18]4[CH:23]=[CH:22][CH:21]=[CH:20][CH:19]=4)[CH:17]=[C:9]23)[CH:3]=1.C([O-])([O-])=O.[K+].[K+].[CH2:31]([NH2:39])[CH2:32][C:33]1[CH:38]=[CH:37][CH:36]=[CH:35][CH:34]=1.